This data is from Forward reaction prediction with 1.9M reactions from USPTO patents (1976-2016). The task is: Predict the product of the given reaction. (1) Given the reactants [NH2:1][C:2]1[CH:7]=[C:6]([Cl:8])[CH:5]=[CH:4][N:3]=1.[Cl:9][C:10]1[CH:19]=[C:18]([Cl:20])[CH:17]=[CH:16][C:11]=1[C:12](=O)[CH2:13]Cl.[OH-].[Na+], predict the reaction product. The product is: [Cl:8][C:6]1[CH:5]=[CH:4][N:3]2[CH:13]=[C:12]([C:11]3[CH:16]=[CH:17][C:18]([Cl:20])=[CH:19][C:10]=3[Cl:9])[N:1]=[C:2]2[CH:7]=1. (2) Given the reactants [Cl:1][C:2]1[CH:7]=[CH:6][C:5]([C@H:8]([NH:11][C:12](=[O:18])[O:13][C:14]([CH3:17])([CH3:16])[CH3:15])[CH2:9][CH3:10])=[C:4]([F:19])[C:3]=1[C:20]([C:22]1[CH:23]=[N:24][C:25](Cl)=[CH:26][CH:27]=1)=[O:21].[CH3:29][O:30][C:31]1[CH:38]=[CH:37][C:34]([CH2:35][NH2:36])=[CH:33][CH:32]=1, predict the reaction product. The product is: [Cl:1][C:2]1[CH:7]=[CH:6][C:5]([C@H:8]([NH:11][C:12](=[O:18])[O:13][C:14]([CH3:17])([CH3:16])[CH3:15])[CH2:9][CH3:10])=[C:4]([F:19])[C:3]=1[C:20]([C:22]1[CH:23]=[N:24][C:25]([NH:36][CH2:35][C:34]2[CH:37]=[CH:38][C:31]([O:30][CH3:29])=[CH:32][CH:33]=2)=[CH:26][CH:27]=1)=[O:21]. (3) Given the reactants C([O:3][C:4]([C:6]1[CH:7]=[N:8][N:9]([C:12]2[C:17]([Cl:18])=[CH:16][C:15]([Cl:19])=[CH:14][N:13]=2)[C:10]=1[CH3:11])=[O:5])C.[OH-].[Na+], predict the reaction product. The product is: [Cl:18][C:17]1[C:12]([N:9]2[C:10]([CH3:11])=[C:6]([C:4]([OH:5])=[O:3])[CH:7]=[N:8]2)=[N:13][CH:14]=[C:15]([Cl:19])[CH:16]=1. (4) Given the reactants [CH3:1][N:2]1[CH2:6][CH2:5][C:4]([CH2:22][C:23]([O:25][CH2:26][CH3:27])=[O:24])([NH:7][S:8]([C:11]2[CH:16]=[CH:15][C:14]([CH2:17][CH2:18][CH2:19][CH2:20][CH3:21])=[CH:13][CH:12]=2)(=[O:10])=[O:9])[CH2:3]1.[CH3:28][I:29], predict the reaction product. The product is: [I-:29].[CH2:26]([O:25][C:23](=[O:24])[CH2:22][C:4]1([NH:7][S:8]([C:11]2[CH:16]=[CH:15][C:14]([CH2:17][CH2:18][CH2:19][CH2:20][CH3:21])=[CH:13][CH:12]=2)(=[O:10])=[O:9])[CH2:5][CH2:6][N+:2]([CH3:28])([CH3:1])[CH2:3]1)[CH3:27]. (5) Given the reactants [C:1]([C:5]1[CH:6]=[C:7]([CH:9]=[C:10]([C:12]([CH3:15])([CH3:14])[CH3:13])[CH:11]=1)[NH2:8])([CH3:4])([CH3:3])[CH3:2].[Cl-].[Al+3].[Cl-].[Cl-].[C:20]1([C:37]2[CH:42]=[CH:41][CH:40]=[CH:39][CH:38]=2)[CH:25]=[CH:24][CH:23]=[CH:22][C:21]=1[C:26]1O[C:28]([C:31]2[CH:36]=[CH:35][CH:34]=[CH:33][CH:32]=2)=[N:29][N:30]=1, predict the reaction product. The product is: [C:20]1([C:37]2[CH:38]=[CH:39][CH:40]=[CH:41][CH:42]=2)[CH:25]=[CH:24][CH:23]=[CH:22][C:21]=1[C:26]1[N:8]([C:7]2[CH:6]=[C:5]([C:1]([CH3:4])([CH3:3])[CH3:2])[CH:11]=[C:10]([C:12]([CH3:15])([CH3:14])[CH3:13])[CH:9]=2)[C:28]([C:31]2[CH:32]=[CH:33][CH:34]=[CH:35][CH:36]=2)=[N:29][N:30]=1. (6) The product is: [CH3:8][S:9]([O:18][C@H:15]1[CH2:16][CH2:17][O:13][CH2:14]1)(=[O:11])=[O:10]. Given the reactants C(N(CC)CC)C.[CH3:8][S:9](Cl)(=[O:11])=[O:10].[O:13]1[CH2:17][CH2:16][C@H:15]([OH:18])[CH2:14]1.O, predict the reaction product. (7) Given the reactants [Br:1][C:2]1[CH:3]=[CH:4][C:5]2[C:9]3[CH:10]=[CH:11][C:12]([N+:14]([O-])=O)=[CH:13][C:8]=3[S:7](=[O:18])(=[O:17])[C:6]=2[CH:19]=1, predict the reaction product. The product is: [Br:1][C:2]1[CH:3]=[CH:4][C:5]2[C:9]3[CH:10]=[CH:11][C:12]([NH2:14])=[CH:13][C:8]=3[S:7](=[O:17])(=[O:18])[C:6]=2[CH:19]=1. (8) The product is: [CH2:23]([O:22][C:20]([NH:1][C:2]1[CH:11]=[C:10]2[C:5]([CH:6]=[CH:7][CH:8]=[C:9]2[N:12]2[CH2:17][CH2:16][N:15]([CH3:18])[CH2:14][CH2:13]2)=[CH:4][CH:3]=1)=[O:21])[C:24]1[CH:29]=[CH:28][CH:27]=[CH:26][CH:25]=1. Given the reactants [NH2:1][C:2]1[CH:11]=[C:10]2[C:5]([CH:6]=[CH:7][CH:8]=[C:9]2[N:12]2[CH2:17][CH2:16][N:15]([CH3:18])[CH2:14][CH2:13]2)=[CH:4][CH:3]=1.Cl[C:20]([O:22][CH2:23][C:24]1[CH:29]=[CH:28][CH:27]=[CH:26][CH:25]=1)=[O:21].C(=O)([O-])[O-].[K+].[K+].O, predict the reaction product. (9) Given the reactants P([O-])(O)(O)=O.[Na+].Cl([O-])=O.[Na+].[OH:11]O.[CH3:13][O:14][C:15]1[C:16]([CH3:44])=[C:17]([C:35]([O:42][CH3:43])=[C:36]([O:40][CH3:41])[C:37]=1[O:38][CH3:39])[CH2:18][C:19]1[C:24]([CH:25]=[O:26])=[C:23]([O:27][CH2:28][C:29]2[CH:34]=[CH:33][CH:32]=[CH:31][CH:30]=2)[CH:22]=[CH:21][CH:20]=1, predict the reaction product. The product is: [CH3:13][O:14][C:15]1[C:16]([CH3:44])=[C:17]([C:35]([O:42][CH3:43])=[C:36]([O:40][CH3:41])[C:37]=1[O:38][CH3:39])[CH2:18][C:19]1[C:24]([C:25]([OH:11])=[O:26])=[C:23]([O:27][CH2:28][C:29]2[CH:34]=[CH:33][CH:32]=[CH:31][CH:30]=2)[CH:22]=[CH:21][CH:20]=1. (10) Given the reactants [CH3:1][C:2]1[N:3]=[N:4][N:5]([CH2:7][C:8]2[CH:13]=[C:12]([C:14]([F:17])([F:16])[F:15])[CH:11]=[CH:10][C:9]=2/[CH:18]=[CH:19]/[C:20]([OH:22])=O)[N:6]=1.[CH3:23][C:24]1[O:28][N:27]=[C:26]([CH:29]2[CH2:34][CH2:33][NH:32][CH2:31][CH2:30]2)[N:25]=1.CCN(C(C)C)C(C)C.C(P1(=O)OP(CCC)(=O)OP(CCC)(=O)O1)CC, predict the reaction product. The product is: [CH3:23][C:24]1[O:28][N:27]=[C:26]([CH:29]2[CH2:34][CH2:33][N:32]([C:20](=[O:22])/[CH:19]=[CH:18]/[C:9]3[CH:10]=[CH:11][C:12]([C:14]([F:15])([F:16])[F:17])=[CH:13][C:8]=3[CH2:7][N:5]3[N:4]=[N:3][C:2]([CH3:1])=[N:6]3)[CH2:31][CH2:30]2)[N:25]=1.